This data is from Reaction yield outcomes from USPTO patents with 853,638 reactions. The task is: Predict the reaction yield, written as a fraction of the theoretical maximum amount of product (1.0 means a 100% yield; for example, 0.34 means a 34% yield). The catalyst is CO. The reactants are [F:1][C:2]([F:43])([F:42])[C:3]1[CH:4]=[C:5]([C:13]([CH3:41])([CH3:40])[C:14]([N:16]([C:18]2[CH:19]=[N:20][C:21]([N:32]3[CH2:36][C@H:35]([OH:37])[CH2:34][C@H:33]3[CH2:38][OH:39])=[CH:22][C:23]=2[C:24]2[CH:29]=[CH:28][CH:27]=[CH:26][C:25]=2SC)[CH3:17])=[O:15])[CH:6]=[C:7]([C:9]([F:12])([F:11])[F:10])[CH:8]=1.[OH:44][S:45]([O-:48])(=O)=O.OS(O[O-])(=O)=O.OS(O[O-])(=O)=O.[O-]S([O-])(=O)=O.[K+].[K+].[K+].[K+].[K+].S([O-])(O)=O.[Na+].[C:76](=O)([O-])[O-].[Na+].[Na+]. The product is [F:43][C:2]([F:1])([F:42])[C:3]1[CH:4]=[C:5]([C:13]([CH3:40])([CH3:41])[C:14]([N:16]([C:18]2[CH:19]=[N:20][C:21]([N:32]3[CH2:36][C@H:35]([OH:37])[CH2:34][C@H:33]3[CH2:38][OH:39])=[CH:22][C:23]=2[C:24]2[CH:29]=[CH:28][CH:27]=[CH:26][C:25]=2[S:45]([CH3:76])(=[O:48])=[O:44])[CH3:17])=[O:15])[CH:6]=[C:7]([C:9]([F:12])([F:10])[F:11])[CH:8]=1. The yield is 0.830.